From a dataset of Full USPTO retrosynthesis dataset with 1.9M reactions from patents (1976-2016). Predict the reactants needed to synthesize the given product. (1) Given the product [Si:46]([O:53][C@H:54]([CH3:57])[CH2:55][NH:56][C:36]1[CH:37]=[CH:38][C:39]([O:44][CH3:45])=[C:40]([CH:43]=1)[C:41]#[N:42])([C:49]([CH3:52])([CH3:51])[CH3:50])([CH3:48])[CH3:47], predict the reactants needed to synthesize it. The reactants are: C1(P(C2CCCCC2)C2C=CC=CC=2C2C(C(C)C)=CC(C(C)C)=CC=2C(C)C)CCCCC1.Br[C:36]1[CH:37]=[CH:38][C:39]([O:44][CH3:45])=[C:40]([CH:43]=1)[C:41]#[N:42].[Si:46]([O:53][C@H:54]([CH3:57])[CH2:55][NH2:56])([C:49]([CH3:52])([CH3:51])[CH3:50])([CH3:48])[CH3:47].C(=O)([O-])[O-].[Cs+].[Cs+]. (2) Given the product [N+:11]([C:7]1[CH:6]=[C:5]2[C:10]([C:2]([CH3:14])([CH3:1])[CH2:3][N:4]2[CH2:28][CH:25]2[CH2:26][CH2:27][N:22]([C:15]([O:17][C:18]([CH3:19])([CH3:21])[CH3:20])=[O:16])[CH2:23][CH2:24]2)=[CH:9][CH:8]=1)([O-:13])=[O:12], predict the reactants needed to synthesize it. The reactants are: [CH3:1][C:2]1([CH3:14])[C:10]2[C:5](=[CH:6][C:7]([N+:11]([O-:13])=[O:12])=[CH:8][CH:9]=2)[NH:4][CH2:3]1.[C:15]([N:22]1[CH2:27][CH2:26][CH:25]([CH:28]=O)[CH2:24][CH2:23]1)([O:17][C:18]([CH3:21])([CH3:20])[CH3:19])=[O:16].C([O-])(O)=O.[Na+]. (3) Given the product [CH3:3][C:2]([CH3:5])([CH3:4])[C:1]([O:8][C:9]1[C:10]([C:16]([O:18][CH3:19])=[O:17])=[N:11][CH:12]=[N:13][C:14]=1[OH:15])=[O:6], predict the reactants needed to synthesize it. The reactants are: [C:1](Cl)(=[O:6])[C:2]([CH3:5])([CH3:4])[CH3:3].[OH:8][C:9]1[C:10]([C:16]([O:18][CH3:19])=[O:17])=[N:11][CH:12]=[N:13][C:14]=1[OH:15]. (4) Given the product [CH3:1][O:2][C:3]([C:5]1[CH:9]=[C:8]([C:10]2[C:11]([O:18][CH3:19])=[N:12][C:13]([O:16][CH3:17])=[N:14][CH:15]=2)[N:7]([CH:20]([CH3:22])[CH3:21])[C:6]=1[CH:32]([C:30]1[CH:29]=[CH:28][C:25]([C:26]#[N:27])=[C:24]([F:23])[CH:31]=1)[OH:33])=[O:4], predict the reactants needed to synthesize it. The reactants are: [CH3:1][O:2][C:3]([C:5]1[CH:9]=[C:8]([C:10]2[C:11]([O:18][CH3:19])=[N:12][C:13]([O:16][CH3:17])=[N:14][CH:15]=2)[N:7]([CH:20]([CH3:22])[CH3:21])[CH:6]=1)=[O:4].[F:23][C:24]1[CH:31]=[C:30]([CH:32]=[O:33])[CH:29]=[CH:28][C:25]=1[C:26]#[N:27].COC(C1C=C(Br)N(C(C)C)C=1)=O.ClC1C=CC(C=O)=CC=1. (5) Given the product [CH:42]([C:39]1[N:38]=[CH:37][C:36]([CH2:35][NH:34][C:33]([C@@H:15]2[N:16]([S:19]([C:22]3[CH:23]=[CH:24][C:25]([O:28][C:29]([F:32])([F:30])[F:31])=[CH:26][CH:27]=3)(=[O:21])=[O:20])[CH2:17][CH2:18][N:13]([C:11]3[S:12][C:8]([C:6]([OH:7])=[O:5])=[C:9]([CH3:46])[N:10]=3)[CH2:14]2)=[O:45])=[CH:41][CH:40]=1)([CH3:44])[CH3:43], predict the reactants needed to synthesize it. The reactants are: C([O:5][C:6]([C:8]1[S:12][C:11]([N:13]2[CH2:18][CH2:17][N:16]([S:19]([C:22]3[CH:27]=[CH:26][C:25]([O:28][C:29]([F:32])([F:31])[F:30])=[CH:24][CH:23]=3)(=[O:21])=[O:20])[C@@H:15]([C:33](=[O:45])[NH:34][CH2:35][C:36]3[CH:37]=[N:38][C:39]([CH:42]([CH3:44])[CH3:43])=[CH:40][CH:41]=3)[CH2:14]2)=[N:10][C:9]=1[CH3:46])=[O:7])(C)(C)C. (6) Given the product [CH2:1]([O:4][C:5]1[CH:10]=[CH:9][C:8]([C@@H:11]([N:20]2[CH2:21][C@@H:16]3[CH2:22][C@H:19]2[CH2:18][N:17]3[C:23]([O:25][C:26]([CH3:29])([CH3:28])[CH3:27])=[O:24])[CH3:12])=[C:7]([CH3:14])[C:6]=1[CH3:15])[CH:2]=[CH2:3], predict the reactants needed to synthesize it. The reactants are: [CH2:1]([O:4][C:5]1[CH:10]=[CH:9][C:8]([C:11](=O)[CH3:12])=[C:7]([CH3:14])[C:6]=1[CH3:15])[CH:2]=[CH2:3].[C@H:16]12[CH2:22][C@H:19]([NH:20][CH2:21]1)[CH2:18][N:17]2[C:23]([O:25][C:26]([CH3:29])([CH3:28])[CH3:27])=[O:24].[BH4-].[Na+]. (7) Given the product [F:36][C:3]([F:2])([F:35])[C:4]1[CH:5]=[C:6]([C@H:14]([O:16][C@H:17]2[CH2:22][CH2:21][N:20]([C:23](=[O:28])[CH2:24][CH2:25][CH2:26][NH:27][S:38]([CH3:37])(=[O:40])=[O:39])[CH2:19][C@H:18]2[C:29]2[CH:30]=[CH:31][CH:32]=[CH:33][CH:34]=2)[CH3:15])[CH:7]=[C:8]([C:10]([F:11])([F:12])[F:13])[CH:9]=1, predict the reactants needed to synthesize it. The reactants are: Cl.[F:2][C:3]([F:36])([F:35])[C:4]1[CH:5]=[C:6]([C@H:14]([O:16][C@H:17]2[CH2:22][CH2:21][N:20]([C:23](=[O:28])[CH2:24][CH2:25][CH2:26][NH2:27])[CH2:19][C@H:18]2[C:29]2[CH:34]=[CH:33][CH:32]=[CH:31][CH:30]=2)[CH3:15])[CH:7]=[C:8]([C:10]([F:13])([F:12])[F:11])[CH:9]=1.[CH3:37][S:38](Cl)(=[O:40])=[O:39]. (8) Given the product [Br:1][C:2]1[CH:12]=[CH:11][CH:10]=[CH:9][C:3]=1[C:4](=[O:6])[CH2:20][C:18]1[CH:17]=[CH:16][CH:15]=[C:14]([Cl:13])[N:19]=1, predict the reactants needed to synthesize it. The reactants are: [Br:1][C:2]1[CH:12]=[CH:11][CH:10]=[CH:9][C:3]=1[C:4]([O:6]CC)=O.[Cl:13][C:14]1[N:19]=[C:18]([CH3:20])[CH:17]=[CH:16][CH:15]=1. (9) Given the product [OH:36][CH:35]([C:31]1[CH:32]=[C:33]2[C:28](=[CH:29][CH:30]=1)[C:27](=[O:38])[O:26][C@H:25]([CH3:24])[CH2:34]2)[CH2:37][N:4]1[CH2:3][CH2:2][N:9]([CH2:10][C@H:11]([OH:12])[C:13]2[CH:21]=[CH:20][C:19]3[C:18](=[O:22])[O:17][CH2:16][C:15]=3[C:14]=2[CH3:23])[CH2:6][CH2:5]1, predict the reactants needed to synthesize it. The reactants are: Cl.[C@@H:2]12[N:9]([CH2:10][C@@H:11]([C:13]3[C:14]([CH3:23])=[C:15]4[C:19](=[CH:20][CH:21]=3)[C:18](=[O:22])[O:17][CH2:16]4)[OH:12])[C@@H:6](CC1)[CH2:5][NH:4][CH2:3]2.[CH3:24][C@H:25]1[CH2:34][C:33]2[C:28](=[CH:29][CH:30]=[C:31]([CH:35]3[CH2:37][O:36]3)[CH:32]=2)[C:27](=[O:38])[O:26]1.CCN(C(C)C)C(C)C.